Regression. Given two drug SMILES strings and cell line genomic features, predict the synergy score measuring deviation from expected non-interaction effect. From a dataset of Merck oncology drug combination screen with 23,052 pairs across 39 cell lines. (1) Drug 1: COc1cc(C2c3cc4c(cc3C(OC3OC5COC(C)OC5C(O)C3O)C3COC(=O)C23)OCO4)cc(OC)c1O. Drug 2: CC1(c2nc3c(C(N)=O)cccc3[nH]2)CCCN1. Cell line: CAOV3. Synergy scores: synergy=88.9. (2) Drug 1: O=C(NOCC(O)CO)c1ccc(F)c(F)c1Nc1ccc(I)cc1F. Drug 2: CC(C)CC(NC(=O)C(Cc1ccccc1)NC(=O)c1cnccn1)B(O)O. Cell line: NCIH23. Synergy scores: synergy=-0.524.